This data is from Catalyst prediction with 721,799 reactions and 888 catalyst types from USPTO. The task is: Predict which catalyst facilitates the given reaction. (1) Reactant: [I:1][C:2]1[CH:10]=[C:6]([C:7]([OH:9])=O)[C:5]([NH2:11])=[CH:4][CH:3]=1.[CH:12]([O-])([O-])OCC.[CH2:18]([NH2:25])[C:19]1[CH:24]=[CH:23][CH:22]=[CH:21][CH:20]=1.Cl. Product: [I:1][C:2]1[CH:10]=[C:6]2[C:5](=[CH:4][CH:3]=1)[N:11]=[CH:12][N:25]([CH2:18][C:19]1[CH:24]=[CH:23][CH:22]=[CH:21][CH:20]=1)[C:7]2=[O:9]. The catalyst class is: 709. (2) Reactant: [NH2:1][C:2]1[C:10]2[C:5](=[N:6][C:7]([CH3:15])=[CH:8][C:9]=2[C:11]([F:14])([F:13])[F:12])[S:4][C:3]=1[C:16]([OH:18])=O.CN(C(ON1N=NC2C=CC=NC1=2)=[N+](C)C)C.F[P-](F)(F)(F)(F)F.CCN(C(C)C)C(C)C.[CH3:52][C:53]1[CH:58]=[CH:57][CH:56]=[CH:55][C:54]=1[CH2:59][CH2:60][NH2:61]. Product: [NH2:1][C:2]1[C:10]2[C:5](=[N:6][C:7]([CH3:15])=[CH:8][C:9]=2[C:11]([F:12])([F:13])[F:14])[S:4][C:3]=1[C:16]([NH:61][CH2:60][CH2:59][C:54]1[CH:55]=[CH:56][CH:57]=[CH:58][C:53]=1[CH3:52])=[O:18]. The catalyst class is: 3.